Dataset: Catalyst prediction with 721,799 reactions and 888 catalyst types from USPTO. Task: Predict which catalyst facilitates the given reaction. Reactant: [Cl:1][C:2]1[CH:7]=[CH:6][C:5]([C:8]2[S:12][C:11]([C:13]([O:15]C)=O)=[C:10]([N:17]=[CH:18][N:19]([CH3:21])C)[CH:9]=2)=[CH:4][CH:3]=1.Cl.Cl.[N:24]1([CH2:29][C:30]2[CH:35]=[CH:34][C:33]([CH2:36]CN)=[CH:32][CH:31]=2)[CH2:28][CH2:27][CH2:26][CH2:25]1.C(N(CC)C(C)C)(C)C.C(O)C. Product: [Cl:1][C:2]1[CH:3]=[CH:4][C:5]([C:8]2[S:12][C:11]3[C:13](=[O:15])[N:19]([CH2:21][CH2:36][C:33]4[CH:32]=[CH:31][C:30]([CH2:29][N:24]5[CH2:28][CH2:27][CH2:26][CH2:25]5)=[CH:35][CH:34]=4)[CH:18]=[N:17][C:10]=3[CH:9]=2)=[CH:6][CH:7]=1. The catalyst class is: 13.